From a dataset of Reaction yield outcomes from USPTO patents with 853,638 reactions. Predict the reaction yield, written as a fraction of the theoretical maximum amount of product (1.0 means a 100% yield; for example, 0.34 means a 34% yield). The reactants are C(N(C(C)C)C(C)C)C.[Cl:10][C:11]1[CH:31]=[CH:30][CH:29]=[CH:28][C:12]=1[C:13]([NH:15][C@H:16]1[C:24]2[C:19](=[CH:20][CH:21]=[C:22]([C:25](O)=[O:26])[CH:23]=2)[CH2:18][CH2:17]1)=[O:14].O.ON1C2C=CC=CC=2N=N1.[CH2:43]1[C:48]2([CH2:53][CH2:52][N:51]([C:54]([O:56][C:57]([CH3:60])([CH3:59])[CH3:58])=[O:55])[CH2:50][CH2:49]2)[CH2:47][CH2:46][CH2:45][NH:44]1. The catalyst is C(Cl)Cl. The product is [Cl:10][C:11]1[CH:31]=[CH:30][CH:29]=[CH:28][C:12]=1[C:13]([NH:15][C@H:16]1[C:24]2[C:19](=[CH:20][CH:21]=[C:22]([C:25]([N:44]3[CH2:45][CH2:46][CH2:47][C:48]4([CH2:49][CH2:50][N:51]([C:54]([O:56][C:57]([CH3:60])([CH3:59])[CH3:58])=[O:55])[CH2:52][CH2:53]4)[CH2:43]3)=[O:26])[CH:23]=2)[CH2:18][CH2:17]1)=[O:14]. The yield is 0.700.